From a dataset of Full USPTO retrosynthesis dataset with 1.9M reactions from patents (1976-2016). Predict the reactants needed to synthesize the given product. (1) Given the product [CH:1]([N:4]1[C:8]([C:9]2[N:10]=[C:11]3[C:17]4[CH:18]=[C:19]([C:22]([OH:28])=[O:23])[N:20]=[CH:21][C:16]=4[O:15][CH2:14][CH2:13][N:12]3[CH:24]=2)=[N:7][CH:6]=[N:5]1)([CH3:3])[CH3:2], predict the reactants needed to synthesize it. The reactants are: [CH:1]([N:4]1[C:8]([C:9]2[N:10]=[C:11]3[C:17]4[CH:18]=[C:19]([CH:22]=[O:23])[N:20]=[CH:21][C:16]=4[O:15][CH2:14][CH2:13][N:12]3[CH:24]=2)=[N:7][CH:6]=[N:5]1)([CH3:3])[CH3:2].CN(C)C=[O:28].OOS([O-])=O.[K+]. (2) Given the product [C:1]([O:5][C:6]([N:8]1[CH2:12][CH2:11][C@@H:10]([N:13]2[CH2:17][CH2:16][CH2:15][C@H:14]2[CH3:18])[CH2:9]1)=[O:7])([CH3:4])([CH3:2])[CH3:3], predict the reactants needed to synthesize it. The reactants are: [C:1]([O:5][C:6]([N:8]1[CH2:12][CH2:11][C@H:10]([N:13]2[CH2:17][CH2:16][CH2:15][C@@H:14]2[CH3:18])[CH2:9]1)=[O:7])([CH3:4])([CH3:3])[CH3:2].C(OC(N1CC[C@H](OS(C2C=CC(C)=CC=2)(=O)=O)C1)=O)(C)(C)C. (3) Given the product [Cl:1][C:2]1[CH:7]=[CH:6][C:5]([CH:8]2[CH2:13][C:12](=[O:14])[NH:11][C:10]([CH3:15])=[C:9]2[C:16]([NH:20][C:21]2[CH:22]=[C:23]3[C:27](=[C:28]([CH3:30])[CH:29]=2)[NH:26][N:25]=[CH:24]3)=[O:18])=[C:4]([F:19])[CH:3]=1, predict the reactants needed to synthesize it. The reactants are: [Cl:1][C:2]1[CH:7]=[CH:6][C:5]([CH:8]2[CH2:13][C:12](=[O:14])[NH:11][C:10]([CH3:15])=[C:9]2[C:16]([OH:18])=O)=[C:4]([F:19])[CH:3]=1.[NH2:20][C:21]1[CH:22]=[C:23]2[C:27](=[C:28]([CH3:30])[CH:29]=1)[NH:26][N:25]=[CH:24]2.C(Cl)CCl.CCN(CC)CC.